Dataset: Forward reaction prediction with 1.9M reactions from USPTO patents (1976-2016). Task: Predict the product of the given reaction. (1) Given the reactants [OH:1][CH2:2][CH2:3][C:4]1[CH:9]=[CH:8][C:7]([OH:10])=[CH:6][CH:5]=1.Cl[C:12]1[N:17]=[CH:16][CH:15]=[CH:14][N:13]=1.C([O-])([O-])=O.[K+].[K+], predict the reaction product. The product is: [N:13]1[CH:14]=[CH:15][CH:16]=[N:17][C:12]=1[O:10][C:7]1[CH:8]=[CH:9][C:4]([CH2:3][CH2:2][OH:1])=[CH:5][CH:6]=1. (2) Given the reactants Br[CH2:2][C:3]1[CH:7]=[CH:6][S:5][C:4]=1[C:8]([O:10][CH3:11])=[O:9].C(=O)([O-])[O-].[K+].[K+].[OH:18][C:19]1[CH:24]=[CH:23][C:22]([S:25][CH2:26][C:27]([O:29][CH2:30][CH3:31])=[O:28])=[CH:21][CH:20]=1, predict the reaction product. The product is: [CH2:30]([O:29][C:27]([CH2:26][S:25][C:22]1[CH:21]=[CH:20][C:19]([O:18][CH2:2][C:3]2[CH:7]=[CH:6][S:5][C:4]=2[C:8]([O:10][CH3:11])=[O:9])=[CH:24][CH:23]=1)=[O:28])[CH3:31]. (3) Given the reactants [Br:1][C:2]1[CH:3]=[C:4]([NH:11][C:12](=[O:14])[CH3:13])[CH:5]=[C:6]([N+:8]([O-])=O)[CH:7]=1.[NH4+].[Cl-], predict the reaction product. The product is: [NH2:8][C:6]1[CH:5]=[C:4]([NH:11][C:12](=[O:14])[CH3:13])[CH:3]=[C:2]([Br:1])[CH:7]=1. (4) Given the reactants Cl.[F:2][C:3]1[CH:8]=[CH:7][CH:6]=[CH:5][C:4]=1[CH:9]([N:13]1[CH2:18][CH2:17][N:16]([CH3:19])[CH2:15][CH2:14]1)[C:10]([OH:12])=O.[F:20][C:21]([F:35])([F:34])[C:22]1[CH:23]=[C:24]([NH:32][NH2:33])[CH:25]=[C:26]([C:28]([F:31])([F:30])[F:29])[CH:27]=1.CN1CCOCC1.F[P-](F)(F)(F)(F)F.N1(O[P+](N(C)C)(N(C)C)N(C)C)C2C=CC=CC=2N=N1, predict the reaction product. The product is: [F:20][C:21]([F:34])([F:35])[C:22]1[CH:23]=[C:24]([NH:32][NH:33][C:10](=[O:12])[CH:9]([C:4]2[CH:5]=[CH:6][CH:7]=[CH:8][C:3]=2[F:2])[N:13]2[CH2:18][CH2:17][N:16]([CH3:19])[CH2:15][CH2:14]2)[CH:25]=[C:26]([C:28]([F:31])([F:29])[F:30])[CH:27]=1. (5) Given the reactants C(S[C:9]1[N:14]=[C:13]([N:15]([CH2:20][O:21][CH2:22][CH2:23][Si:24]([CH3:27])([CH3:26])[CH3:25])[S:16]([CH3:19])(=[O:18])=[O:17])[CH:12]=[C:11]([NH:28][C@H:29]([CH3:32])[CH2:30][OH:31])[N:10]=1)C1C=CC=CC=1.Cl[C:34]1[C:39]([C:40](OO)=O)=[CH:38][CH:37]=[CH:36][CH:35]=1.[S:44]([O-:48])([O-:47])(=O)=S.[Na+].[Na+], predict the reaction product. The product is: [CH2:40]([S:44]([C:9]1[N:14]=[C:13]([N:15]([CH2:20][O:21][CH2:22][CH2:23][Si:24]([CH3:26])([CH3:27])[CH3:25])[S:16]([CH3:19])(=[O:17])=[O:18])[CH:12]=[C:11]([NH:28][C@H:29]([CH3:32])[CH2:30][OH:31])[N:10]=1)(=[O:48])=[O:47])[C:39]1[CH:34]=[CH:35][CH:36]=[CH:37][CH:38]=1. (6) The product is: [N:11]1[CH:16]=[CH:15][CH:14]=[C:13](/[CH:17]=[CH:18]/[C:19]2[C:27]3[C:22](=[CH:23][C:24](/[CH:28]=[C:3]4/[C:2](=[O:10])[NH:1][C:9]5[C:4]/4=[CH:5][CH:6]=[CH:7][CH:8]=5)=[CH:25][CH:26]=3)[NH:21][N:20]=2)[CH:12]=1. Given the reactants [NH:1]1[C:9]2[C:4](=[CH:5][CH:6]=[CH:7][CH:8]=2)[CH2:3][C:2]1=[O:10].[N:11]1[CH:16]=[CH:15][CH:14]=[C:13](/[CH:17]=[CH:18]/[C:19]2[C:27]3[C:22](=[CH:23][C:24]([CH:28]=O)=[CH:25][CH:26]=3)[NH:21][N:20]=2)[CH:12]=1, predict the reaction product.